Dataset: Reaction yield outcomes from USPTO patents with 853,638 reactions. Task: Predict the reaction yield, written as a fraction of the theoretical maximum amount of product (1.0 means a 100% yield; for example, 0.34 means a 34% yield). (1) The reactants are [F:1][C:2]([F:27])([F:26])[C:3]1[CH:4]=[C:5]([NH:9][C:10]([C:12]2[CH:13]=[C:14]3[C:19](=[CH:20][CH:21]=2)[C:18](I)=[N:17][N:16]=[C:15]3[N:23]([CH3:25])[CH3:24])=[O:11])[CH:6]=[CH:7][CH:8]=1.[C:28]([Cu])#[N:29]. The catalyst is N1C=CC=CC=1. The product is [F:1][C:2]([F:27])([F:26])[C:3]1[CH:4]=[C:5]([NH:9][C:10]([C:12]2[CH:13]=[C:14]3[C:19](=[CH:20][CH:21]=2)[C:18]([C:28]#[N:29])=[N:17][N:16]=[C:15]3[N:23]([CH3:25])[CH3:24])=[O:11])[CH:6]=[CH:7][CH:8]=1. The yield is 0.567. (2) The reactants are [F:1][C:2]1[CH:14]=[CH:13][C:5]([CH2:6][N:7]2[CH:11]=[C:10]([NH2:12])[CH:9]=[N:8]2)=[CH:4][CH:3]=1.[Cl:15][C:16]1[CH:32]=[CH:31][C:30]([F:33])=[CH:29][C:17]=1[O:18][CH2:19][C:20]1[CH:25]=[CH:24][N:23]=[C:22]([C:26](O)=[O:27])[CH:21]=1. No catalyst specified. The product is [Cl:15][C:16]1[CH:32]=[CH:31][C:30]([F:33])=[CH:29][C:17]=1[O:18][CH2:19][C:20]1[CH:25]=[CH:24][N:23]=[C:22]([C:26]([NH:12][C:10]2[CH:9]=[N:8][N:7]([CH2:6][C:5]3[CH:13]=[CH:14][C:2]([F:1])=[CH:3][CH:4]=3)[CH:11]=2)=[O:27])[CH:21]=1. The yield is 0.600. (3) The reactants are I[C:2]1[CH:3]=[CH:4][C:5]2[CH:18]3[CH2:19][CH:16]([CH2:17]3)[C:8]3[N:9]([CH3:15])[C:10]([C:12]([NH2:14])=[O:13])=[N:11][C:7]=3[C:6]=2[CH:20]=1.[N:21]1[CH:26]=[CH:25][CH:24]=[N:23][C:22]=1[C@:27]([OH:31])([C:29]#[CH:30])[CH3:28]. The catalyst is N1CCCCC1.[Cu]I.C1C=CC([P]([Pd]([P](C2C=CC=CC=2)(C2C=CC=CC=2)C2C=CC=CC=2)([P](C2C=CC=CC=2)(C2C=CC=CC=2)C2C=CC=CC=2)[P](C2C=CC=CC=2)(C2C=CC=CC=2)C2C=CC=CC=2)(C2C=CC=CC=2)C2C=CC=CC=2)=CC=1. The product is [OH:31][C@:27]([C:22]1[N:21]=[CH:26][CH:25]=[CH:24][N:23]=1)([CH3:28])[C:29]#[C:30][C:2]1[CH:3]=[CH:4][C:5]2[CH:18]3[CH2:19][CH:16]([CH2:17]3)[C:8]3[N:9]([CH3:15])[C:10]([C:12]([NH2:14])=[O:13])=[N:11][C:7]=3[C:6]=2[CH:20]=1. The yield is 0.500.